From a dataset of Forward reaction prediction with 1.9M reactions from USPTO patents (1976-2016). Predict the product of the given reaction. Given the reactants Cl[C:2]1[N:7]=[C:6]([O:8][CH3:9])[N:5]=[C:4]([NH:10][CH2:11][CH2:12][C:13]2[CH:18]=[CH:17][C:16]([O:19][C:20]([F:23])([F:22])[F:21])=[CH:15][CH:14]=2)[CH:3]=1.CC1(C)COB([C:31]2[S:35][C:34]([C:36]([OH:38])=[O:37])=[CH:33][CH:32]=2)OC1.[F-].[Cs+], predict the reaction product. The product is: [CH3:9][O:8][C:6]1[N:7]=[C:2]([C:31]2[S:35][C:34]([C:36]([OH:38])=[O:37])=[CH:33][CH:32]=2)[CH:3]=[C:4]([NH:10][CH2:11][CH2:12][C:13]2[CH:18]=[CH:17][C:16]([O:19][C:20]([F:23])([F:22])[F:21])=[CH:15][CH:14]=2)[N:5]=1.